Dataset: Forward reaction prediction with 1.9M reactions from USPTO patents (1976-2016). Task: Predict the product of the given reaction. (1) Given the reactants N[N:2]1[C:7](=[O:8])[C:6]([CH:9]([NH:24][C:25]([CH:27]2[CH2:30][CH2:29][CH2:28]2)=[O:26])[C:10]2[CH:15]=[CH:14][CH:13]=[C:12]([O:16][CH2:17][C:18]3[CH:23]=[CH:22][CH:21]=[CH:20][CH:19]=3)[CH:11]=2)=[N:5][N:4]=[CH:3]1.Cl.N([O-])=O.[Na+], predict the reaction product. The product is: [CH2:17]([O:16][C:12]1[CH:11]=[C:10]([CH:9]([NH:24][C:25]([CH:27]2[CH2:28][CH2:29][CH2:30]2)=[O:26])[C:6]2[C:7](=[O:8])[NH:2][CH:3]=[N:4][N:5]=2)[CH:15]=[CH:14][CH:13]=1)[C:18]1[CH:19]=[CH:20][CH:21]=[CH:22][CH:23]=1. (2) Given the reactants [C:1](=[NH:10])([O:8][CH3:9])[C:2]1[CH:7]=[CH:6][CH:5]=[CH:4][CH:3]=1.N[CH2:12]CO, predict the reaction product. The product is: [C:2]1([C:1]2[O:8][CH2:9][CH2:12][N:10]=2)[CH:7]=[CH:6][CH:5]=[CH:4][CH:3]=1. (3) Given the reactants [CH:1]1([N:4]([CH:31]2[CH2:33][CH2:32]2)[C:5]([C:7]2[N:28]([CH2:29][CH3:30])[C:10]3=[N:11][C:12]([NH:19][C:20]4[CH:24]=[C:23]([CH:25]=O)[N:22]([CH3:27])[N:21]=4)=[C:13]4[N:17]=[CH:16][N:15]([CH3:18])[C:14]4=[C:9]3[CH:8]=2)=[O:6])[CH2:3][CH2:2]1.[NH:34]1[CH2:39][CH2:38][O:37][CH2:36][CH2:35]1.[BH4-].[Na+].Cl.C(=O)(O)[O-].[Na+], predict the reaction product. The product is: [CH:1]1([N:4]([CH:31]2[CH2:33][CH2:32]2)[C:5]([C:7]2[N:28]([CH2:29][CH3:30])[C:10]3=[N:11][C:12]([NH:19][C:20]4[CH:24]=[C:23]([CH2:25][N:34]5[CH2:39][CH2:38][O:37][CH2:36][CH2:35]5)[N:22]([CH3:27])[N:21]=4)=[C:13]4[N:17]=[CH:16][N:15]([CH3:18])[C:14]4=[C:9]3[CH:8]=2)=[O:6])[CH2:3][CH2:2]1. (4) The product is: [CH3:41][O:42][CH:30]([O:38][CH3:35])[CH2:29][C:26]1[N:25]=[N:24][C:23]([C:21]([N:19]2[CH2:18][CH2:17][C:15]3[N:16]=[C:11]([NH:10][CH:2]4[CH2:3][C:4]5[C:9](=[CH:8][CH:7]=[CH:6][CH:5]=5)[CH2:1]4)[N:12]=[CH:13][C:14]=3[CH2:20]2)=[O:22])=[CH:28][CH:27]=1. Given the reactants [CH2:1]1[C:9]2[C:4](=[CH:5][CH:6]=[CH:7][CH:8]=2)[CH2:3][CH:2]1[NH:10][C:11]1[N:12]=[CH:13][C:14]2[CH2:20][N:19]([C:21]([C:23]3[N:24]=[N:25][C:26]([C:29]#[C:30][Si](C)(C)C)=[CH:27][CH:28]=3)=[O:22])[CH2:18][CH2:17][C:15]=2[N:16]=1.[C:35](=[O:38])([O-])[O-].[K+].[K+].[CH3:41][OH:42], predict the reaction product.